Dataset: Forward reaction prediction with 1.9M reactions from USPTO patents (1976-2016). Task: Predict the product of the given reaction. The product is: [CH:14]([C:16]1[N:17]=[C:18](/[CH:21]=[CH:22]/[C:23]2[CH:28]=[CH:27][CH:26]=[CH:25][CH:24]=2)[O:19][CH:20]=1)=[O:13]. Given the reactants [H-].C([Al+]CC(C)C)C(C)C.C([O:13][C:14]([C:16]1[N:17]=[C:18](/[CH:21]=[CH:22]/[C:23]2[CH:28]=[CH:27][CH:26]=[CH:25][CH:24]=2)[O:19][CH:20]=1)=O)C.CO, predict the reaction product.